From a dataset of Full USPTO retrosynthesis dataset with 1.9M reactions from patents (1976-2016). Predict the reactants needed to synthesize the given product. (1) Given the product [F:8][C@@H:3]([C@@H:4]([OH:7])[CH2:5][OH:6])[C@:2]([NH:1][C:26]([NH:25][C:17](=[O:24])[C:18]1[CH:19]=[CH:20][CH:21]=[CH:22][CH:23]=1)=[S:27])([C:10]1[CH:15]=[CH:14][CH:13]=[CH:12][C:11]=1[F:16])[CH3:9], predict the reactants needed to synthesize it. The reactants are: [NH2:1][C@@:2]([C:10]1[CH:15]=[CH:14][CH:13]=[CH:12][C:11]=1[F:16])([CH3:9])[C@@H:3]([F:8])[C@@H:4]([OH:7])[CH2:5][OH:6].[C:17]([N:25]=[C:26]=[S:27])(=[O:24])[C:18]1[CH:23]=[CH:22][CH:21]=[CH:20][CH:19]=1. (2) Given the product [F:1][C:2]1[CH:25]=[CH:24][CH:23]=[C:22]([F:26])[C:3]=1[CH2:4][O:5][C:6]1[C:7]2[N:8]([C:13]([C:17]([OH:19])=[O:18])=[C:14]([CH3:16])[N:15]=2)[CH:9]=[CH:10][C:11]=1[F:12], predict the reactants needed to synthesize it. The reactants are: [F:1][C:2]1[CH:25]=[CH:24][CH:23]=[C:22]([F:26])[C:3]=1[CH2:4][O:5][C:6]1[C:7]2[N:8]([C:13]([C:17]([O:19]CC)=[O:18])=[C:14]([CH3:16])[N:15]=2)[CH:9]=[CH:10][C:11]=1[F:12].[OH-].[Li+]. (3) Given the product [Cl:24][C:22]1[CH:21]=[C:4]([CH:3]=[C:2]([CH:26]=[CH:25][C:27]2[CH:32]=[CH:31][N:30]=[CH:29][CH:28]=2)[CH:23]=1)[CH2:5][O:6][C:7]1[CH:12]=[CH:11][CH:10]=[CH:9][C:8]=1[CH2:13][C:14]([O:16][C:17]([CH3:20])([CH3:19])[CH3:18])=[O:15], predict the reactants needed to synthesize it. The reactants are: Br[C:2]1[CH:3]=[C:4]([CH:21]=[C:22]([Cl:24])[CH:23]=1)[CH2:5][O:6][C:7]1[CH:12]=[CH:11][CH:10]=[CH:9][C:8]=1[CH2:13][C:14]([O:16][C:17]([CH3:20])([CH3:19])[CH3:18])=[O:15].[CH:25]([C:27]1[CH:32]=[CH:31][N:30]=[CH:29][CH:28]=1)=[CH2:26].C1(C)C=CC=CC=1P(C1C=CC=CC=1C)C1C=CC=CC=1C.C(N(CC)CC)C. (4) The reactants are: [F:1][C:2]1[CH:3]=[CH:4][C:5]([O:39][CH3:40])=[C:6]([C:8]([CH3:38])([CH3:37])[CH2:9][C:10]([OH:36])([C:32]([F:35])([F:34])[F:33])[CH2:11][NH:12][C:13]2[CH:21]=[C:20]([CH3:22])[CH:19]=[C:18]3[C:14]=2[CH:15]=[N:16][N:17]3[C:23]2[CH:24]=[C:25]([CH:29]=[CH:30][CH:31]=2)[C:26]([OH:28])=O)[CH:7]=1.Cl.[NH2:42][C@@H:43]([C:45]([NH2:47])=[O:46])[CH3:44]. Given the product [NH2:47][C:45](=[O:46])[C@H:43]([NH:42][C:26](=[O:28])[C:25]1[CH:29]=[CH:30][CH:31]=[C:23]([N:17]2[C:18]3[C:14](=[C:13]([NH:12][CH2:11][C:10]([OH:36])([C:32]([F:34])([F:33])[F:35])[CH2:9][C:8]([C:6]4[CH:7]=[C:2]([F:1])[CH:3]=[CH:4][C:5]=4[O:39][CH3:40])([CH3:38])[CH3:37])[CH:21]=[C:20]([CH3:22])[CH:19]=3)[CH:15]=[N:16]2)[CH:24]=1)[CH3:44], predict the reactants needed to synthesize it.